Dataset: Forward reaction prediction with 1.9M reactions from USPTO patents (1976-2016). Task: Predict the product of the given reaction. (1) Given the reactants [F:1][C:2]([F:16])([C:8]1[CH:13]=[CH:12][N:11]=[C:10](SC)[N:9]=1)[C:3]([O:5][CH2:6][CH3:7])=[O:4].C[SiH](C)C, predict the reaction product. The product is: [F:16][C:2]([F:1])([C:8]1[CH:13]=[CH:12][N:11]=[CH:10][N:9]=1)[C:3]([O:5][CH2:6][CH3:7])=[O:4]. (2) Given the reactants CC1(C)C(C)(C)OB(C2C=CC=C([N+:15]([O-:17])=[O:16])C=2)O1.I[C:20]1[CH:21]=[C:22]([CH:36]=[CH:37][C:38]=1[CH3:39])[C:23]([NH:25][C:26]1[CH:31]=[CH:30][CH:29]=[C:28]([C:32]([F:35])([F:34])[F:33])[CH:27]=1)=[O:24].C(=O)([O-])[O-].[K+].[K+].[C:46]1(C)[CH:51]=[CH:50][CH:49]=[CH:48][CH:47]=1, predict the reaction product. The product is: [CH3:39][C:38]1[CH:37]=[CH:36][C:22]([N+:15]([O-:17])=[O:16])([C:23]([NH:25][C:26]2[CH:31]=[CH:30][CH:29]=[C:28]([C:32]([F:35])([F:34])[F:33])[CH:27]=2)=[O:24])[CH2:21][C:20]=1[C:46]1[CH:51]=[CH:50][CH:49]=[CH:48][CH:47]=1. (3) Given the reactants [C:1](OC(N1CCC(O)CC1)=O)([CH3:4])([CH3:3])[CH3:2].[C:15](=[O:18])([O-:17])[O-:16].[Cs+].[Cs+].C[N:22](C=O)C, predict the reaction product. The product is: [C:15]([O:17][NH2:22])([O:16][C:1]([CH3:4])([CH3:3])[CH3:2])=[O:18]. (4) Given the reactants Br[C:2]1[N:7]=[C:6]([NH:8][C:9](=[O:15])[O:10][C:11]([CH3:14])([CH3:13])[CH3:12])[CH:5]=[CH:4][CH:3]=1.[O:16]1[C:19]2([CH2:22][NH2+:21][CH2:20]2)[CH2:18][CH2:17]1.C([O-])([O-])=O.[Cs+].[Cs+], predict the reaction product. The product is: [O:16]1[C:19]2([CH2:22][N:21]([C:2]3[N:7]=[C:6]([NH:8][C:9](=[O:15])[O:10][C:11]([CH3:14])([CH3:13])[CH3:12])[CH:5]=[CH:4][CH:3]=3)[CH2:20]2)[CH2:18][CH2:17]1.